From a dataset of Reaction yield outcomes from USPTO patents with 853,638 reactions. Predict the reaction yield, written as a fraction of the theoretical maximum amount of product (1.0 means a 100% yield; for example, 0.34 means a 34% yield). (1) The reactants are [CH3:1][C:2]1[N:3]=[CH:4][S:5][C:6]=1[C:7]([OH:9])=O.O1CCCC1.C(Cl)(=O)C(Cl)=O.[NH2:21][C:22]1[CH:23]=[C:24]([CH:41]=[CH:42][C:43]=1[CH3:44])[O:25][C:26]1[CH:27]=[CH:28][C:29]2[N:30]([CH:32]=[C:33]([NH:35][C:36]([CH:38]3[CH2:40][CH2:39]3)=[O:37])[N:34]=2)[N:31]=1. The catalyst is CN(C)C=O.CN(C)C(=O)C. The product is [CH:38]1([C:36]([NH:35][C:33]2[N:34]=[C:29]3[CH:28]=[CH:27][C:26]([O:25][C:24]4[CH:41]=[CH:42][C:43]([CH3:44])=[C:22]([NH:21][C:7]([C:6]5[S:5][CH:4]=[N:3][C:2]=5[CH3:1])=[O:9])[CH:23]=4)=[N:31][N:30]3[CH:32]=2)=[O:37])[CH2:39][CH2:40]1. The yield is 0.800. (2) The reactants are [Cl:1][C:2]1[CH:38]=[CH:37][C:5]2[NH:6][C:7]([C@@H:9]([NH:11][C:12](=[O:36])[C:13]3[CH:18]=[CH:17][C:16]([C:19]([N:21]4[CH2:25][CH2:24][CH2:23][CH:22]4[CH2:26][NH:27]C(OC(C)(C)C)=O)=[O:20])=[C:15]([CH3:35])[CH:14]=3)[CH3:10])=[N:8][C:4]=2[CH:3]=1.FC(F)(F)C(O)=O.ClCCl.CO.N.ClCl. No catalyst specified. The product is [Cl:1][C:2]1[CH:38]=[CH:37][C:5]2[NH:6][C:7]([C@@H:9]([NH:11][C:12](=[O:36])[C:13]3[CH:18]=[CH:17][C:16]([C:19]([N:21]4[CH2:25][CH2:24][CH2:23][CH:22]4[CH2:26][NH2:27])=[O:20])=[C:15]([CH3:35])[CH:14]=3)[CH3:10])=[N:8][C:4]=2[CH:3]=1. The yield is 1.00. (3) The catalyst is CN(C=O)C.C([O-])(=O)C.[Pd+2].C([O-])(=O)C.O. The yield is 0.420. The reactants are Br[C:2]1[CH:3]=[CH:4][C:5]([O:12][CH3:13])=[C:6]([CH:11]=1)[CH2:7][N:8]([CH3:10])[CH3:9].[CH2:14]([O:18]C=C)[CH2:15]CC.C1(P(C2C=CC=CC=2)CCCP(C2C=CC=CC=2)C2C=CC=CC=2)C=CC=CC=1.C(=O)([O-])[O-].[K+].[K+].Cl. The product is [CH3:9][N:8]([CH2:7][C:6]1[CH:11]=[C:2]([C:14](=[O:18])[CH3:15])[CH:3]=[CH:4][C:5]=1[O:12][CH3:13])[CH3:10]. (4) The reactants are [CH3:1][N:2]1[CH2:7][CH:6]=[C:5](B2OC(C)(C)C(C)(C)O2)[CH2:4][CH2:3]1.Br[C:18]1[CH:23]=[C:22]([O:24][CH3:25])[C:21]([NH:26][C:27]2[N:32]=[C:31]([C:33]3[C:41]4[C:36](=[CH:37][CH:38]=[CH:39][CH:40]=4)[N:35]([CH3:42])[CH:34]=3)[CH:30]=[CH:29][N:28]=2)=[CH:20][C:19]=1[NH2:43].[O-]P([O-])([O-])=O.[K+].[K+].[K+]. The catalyst is O1CCOCC1.O. The product is [CH3:25][O:24][C:22]1[CH:23]=[C:18]([C:5]2[CH2:4][CH2:3][N:2]([CH3:1])[CH2:7][CH:6]=2)[C:19]([NH2:43])=[CH:20][C:21]=1[NH:26][C:27]1[N:32]=[C:31]([C:33]2[C:41]3[C:36](=[CH:37][CH:38]=[CH:39][CH:40]=3)[N:35]([CH3:42])[CH:34]=2)[CH:30]=[CH:29][N:28]=1. The yield is 0.840.